From a dataset of Blood-brain barrier permeability classification from the B3DB database. Regression/Classification. Given a drug SMILES string, predict its absorption, distribution, metabolism, or excretion properties. Task type varies by dataset: regression for continuous measurements (e.g., permeability, clearance, half-life) or binary classification for categorical outcomes (e.g., BBB penetration, CYP inhibition). Dataset: b3db_classification. (1) The molecule is CCN(CC)c1ccc(NC(=O)c2ccccc2N)c(C)c1. The result is 1 (penetrates BBB). (2) The molecule is Clc1ccccc1CN1CCc2sccc2C1. The result is 0 (does not penetrate BBB). (3) The compound is COc1cccc2c1C(=O)c1c(O)c3c(c(O)c1C2=O)C[C@](O)(C(=O)CO)C[C@H]3O[C@H]1C[C@H](N)[C@H](O)[C@H](C)O1. The result is 0 (does not penetrate BBB). (4) The drug is COc1cc2c(cc1OC)C(c1ccccc1)CN(C)CC2. The result is 1 (penetrates BBB). (5) The molecule is CN(C)c1nc(N(C)C)nc(N(C)C)n1. The result is 0 (does not penetrate BBB). (6) The compound is CN(C)CCOC(c1ccccc1)c1ccccc1. The result is 1 (penetrates BBB).